This data is from Full USPTO retrosynthesis dataset with 1.9M reactions from patents (1976-2016). The task is: Predict the reactants needed to synthesize the given product. (1) Given the product [CH3:19][O:22][C:1]1([C:4]2[CH:5]=[CH:6][C:7]([CH:8]=[O:9])=[CH:10][CH:11]=2)[CH2:2][CH2:3]1, predict the reactants needed to synthesize it. The reactants are: [CH:1]1([C:4]2[CH:11]=[CH:10][C:7]([CH:8]=[O:9])=[CH:6][CH:5]=2)[CH2:3][CH2:2]1.BrC1C=CC([C:19]2([O:22]C)CC2)=CC=1.[Li]CCCC.CN(C=O)C. (2) The reactants are: C(=O)([O-])[O-].[Ca+2].[CH2:6]1[N:17]([CH2:18][C:19]([OH:21])=[O:20])[CH2:16][CH2:15][N:14]([CH2:22][C:23]([OH:25])=[O:24])[CH2:13][CH2:12][N:11]([C@@H:26]([C@H:29]([OH:32])[CH2:30][OH:31])[CH2:27][OH:28])[CH2:10][CH2:9][N:8]([CH2:33][C:34]([OH:36])=[O:35])[CH2:7]1.C. Given the product [CH2:6]1[N:17]([CH2:18][C:19]([OH:21])=[O:20])[CH2:16][CH2:15][N:14]([CH2:22][C:23]([OH:25])=[O:24])[CH2:13][CH2:12][N:11]([CH:26]([CH:29]([OH:32])[CH2:30][OH:31])[CH2:27][OH:28])[CH2:10][CH2:9][N:8]([CH2:33][C:34]([OH:36])=[O:35])[CH2:7]1, predict the reactants needed to synthesize it. (3) Given the product [C:11]([N:7]1[C:8]2[C:4](=[CH:3][C:2]([Br:1])=[CH:10][CH:9]=2)[CH:5]=[CH:6]1)([O:13][C:14]([CH3:17])([CH3:16])[CH3:15])=[O:12], predict the reactants needed to synthesize it. The reactants are: [Br:1][C:2]1[CH:3]=[C:4]2[C:8](=[CH:9][CH:10]=1)[NH:7][CH:6]=[CH:5]2.[C:11](O[C:11]([O:13][C:14]([CH3:17])([CH3:16])[CH3:15])=[O:12])([O:13][C:14]([CH3:17])([CH3:16])[CH3:15])=[O:12]. (4) Given the product [Cl:1][C:2]1[CH:7]=[C:6]([C:8]([O:10][CH3:11])=[O:9])[CH:5]=[CH:4][C:3]=1[C:12]1[CH:17]=[C:16]([I:21])[C:15]([O:18][CH3:19])=[CH:14][C:13]=1[F:20], predict the reactants needed to synthesize it. The reactants are: [Cl:1][C:2]1[CH:7]=[C:6]([C:8]([O:10][CH3:11])=[O:9])[CH:5]=[CH:4][C:3]=1[C:12]1[CH:17]=[CH:16][C:15]([O:18][CH3:19])=[CH:14][C:13]=1[F:20].[I:21]I.OS([O-])=O.[Na+]. (5) Given the product [Br:1][C:2]1[CH:3]=[C:4]([C:7]([NH:31][C:35]([NH:28][C:25]2[CH:26]=[CH:27][C:22]([C:20]3[CH:19]=[CH:18][N:17]=[C:16]([CH3:15])[CH:21]=3)=[CH:23][CH:24]=2)=[O:41])([CH3:13])[CH3:14])[S:5][CH:6]=1, predict the reactants needed to synthesize it. The reactants are: [Br:1][C:2]1[CH:3]=[C:4]([C:7]([CH3:14])([CH3:13])C(N=[N+]=[N-])=O)[S:5][CH:6]=1.[CH3:15][C:16]1[CH:21]=[C:20]([C:22]2[CH:27]=[CH:26][C:25]([NH2:28])=[CH:24][CH:23]=2)[CH:19]=[CH:18][N:17]=1.CC[N:31]([CH:35](C)C)C(C)C.C1C[O:41]CC1. (6) Given the product [CH:27]1([NH:30][C:24]([C:20]2[C:21]3[C:16](=[CH:15][C:14]([O:13][C:7]4[C:6]5[C:11](=[CH:12][C:3]([O:2][CH3:1])=[CH:4][CH:5]=5)[N:10]=[CH:9][CH:8]=4)=[CH:23][CH:22]=3)[CH:17]=[CH:18][CH:19]=2)=[O:26])[CH2:29][CH2:28]1, predict the reactants needed to synthesize it. The reactants are: [CH3:1][O:2][C:3]1[CH:12]=[C:11]2[C:6]([C:7]([O:13][C:14]3[CH:15]=[C:16]4[C:21](=[CH:22][CH:23]=3)[C:20]([C:24]([OH:26])=O)=[CH:19][CH:18]=[CH:17]4)=[CH:8][CH:9]=[N:10]2)=[CH:5][CH:4]=1.[CH:27]1([NH2:30])[CH2:29][CH2:28]1. (7) Given the product [Cl:17][C:14]1[CH:15]=[CH:16][C:11]2[N:10]([CH2:30][C:31]3[CH:36]=[CH:35][C:34]([O:37][CH3:38])=[CH:33][C:32]=3[O:39][CH3:40])[C:8](=[O:9])[CH:2]([CH2:3][C:4]([O:6][CH3:7])=[O:5])[CH2:19][CH:18]([C:20]3[CH:25]=[CH:24][CH:23]=[C:22]([O:26][CH3:27])[C:21]=3[O:28][CH3:29])[C:12]=2[CH:13]=1, predict the reactants needed to synthesize it. The reactants are: Cl[CH:2]([C:8]([N:10]([CH2:30][C:31]1[CH:36]=[CH:35][C:34]([O:37][CH3:38])=[CH:33][C:32]=1[O:39][CH3:40])[C:11]1[CH:16]=[CH:15][C:14]([Cl:17])=[CH:13][C:12]=1[C:18]([C:20]1[CH:25]=[CH:24][CH:23]=[C:22]([O:26][CH3:27])[C:21]=1[O:28][CH3:29])=[CH2:19])=[O:9])[CH2:3][C:4]([O:6][CH3:7])=[O:5].C([SnH](CCCC)CCCC)CCC.N(C(C)(C)C#N)=NC(C)(C)C#N.